Dataset: Forward reaction prediction with 1.9M reactions from USPTO patents (1976-2016). Task: Predict the product of the given reaction. (1) Given the reactants [Cl:1][C:2]1[CH:8]=[CH:7][CH:6]=[CH:5][C:3]=1[NH2:4].C[Al](C)C.[CH3:13][CH:14]([C:16]#[N:17])[CH3:15].ClCCl, predict the reaction product. The product is: [Cl:1][C:2]1[CH:8]=[CH:7][CH:6]=[CH:5][C:3]=1[NH:4][C:16](=[NH:17])[CH:14]([CH3:15])[CH3:13]. (2) The product is: [C:33]([O:32][C:30]([NH:18][CH2:2][C:3]1[CH:13]=[CH:12][C:6]([C:7]([O:9][CH2:10][CH3:11])=[O:8])=[C:5]([F:14])[C:4]=1[F:15])=[O:31])([CH3:36])([CH3:35])[CH3:34]. Given the reactants Br[CH2:2][C:3]1[CH:13]=[CH:12][C:6]([C:7]([O:9][CH2:10][CH3:11])=[O:8])=[C:5]([F:14])[C:4]=1[F:15].O=C1C2C(=CC=CC=2)C(=O)[N-:18]1.[K+].NN.[C:30](O[C:30]([O:32][C:33]([CH3:36])([CH3:35])[CH3:34])=[O:31])([O:32][C:33]([CH3:36])([CH3:35])[CH3:34])=[O:31].CCN(C(C)C)C(C)C, predict the reaction product. (3) Given the reactants C([O:3][CH:4](OCC)[CH2:5][O:6][CH2:7][C:8]1[CH:13]=[CH:12][CH:11]=[CH:10][CH:9]=1)C.OS(O)(=O)=O, predict the reaction product. The product is: [CH2:7]([O:6][CH2:5][CH:4]=[O:3])[C:8]1[CH:13]=[CH:12][CH:11]=[CH:10][CH:9]=1.